This data is from Forward reaction prediction with 1.9M reactions from USPTO patents (1976-2016). The task is: Predict the product of the given reaction. (1) Given the reactants [CH3:1][C@H:2]1[CH2:7][CH2:6][C@H:5]([C:8]([OH:10])=O)[CH2:4][CH2:3]1.ClCCl.C(Cl)(=O)C(Cl)=O.[CH:20]([NH:23][C:24]1[S:25][C:26]([C:34]2[CH:39]=[CH:38][CH:37]=[CH:36][CH:35]=2)=[CH:27][C:28]=1[C:29]([O:31][CH2:32][CH3:33])=[O:30])([CH3:22])[CH3:21], predict the reaction product. The product is: [CH:20]([N:23]([C:8]([C@H:5]1[CH2:4][CH2:3][C@H:2]([CH3:1])[CH2:7][CH2:6]1)=[O:10])[C:24]1[S:25][C:26]([C:34]2[CH:35]=[CH:36][CH:37]=[CH:38][CH:39]=2)=[CH:27][C:28]=1[C:29]([O:31][CH2:32][CH3:33])=[O:30])([CH3:21])[CH3:22]. (2) The product is: [CH2:16]([O:15][P:14]([CH2:2][C:3]1[CH:8]=[CH:7][C:6]([C:9]([O:11][CH3:12])=[O:10])=[CH:5][C:4]=1[F:13])([O:18][CH2:19][CH3:20])=[O:21])[CH3:17]. Given the reactants Br[CH2:2][C:3]1[CH:8]=[CH:7][C:6]([C:9]([O:11][CH3:12])=[O:10])=[CH:5][C:4]=1[F:13].[P:14]([O:21]CC)([O:18][CH2:19][CH3:20])[O:15][CH2:16][CH3:17], predict the reaction product. (3) The product is: [C:29]([O:32][CH2:33][CH2:34][C:35]1[S:36][CH:37]=[C:38]([CH2:40][CH2:41][N:19]2[CH2:18][CH2:17][C:15]3([O:14][CH2:13][CH2:12][N:11]([C:9]([C:7]4[N:8]=[C:4]([CH:1]([CH3:3])[CH3:2])[S:5][CH:6]=4)=[O:10])[CH2:16]3)[CH2:21][CH2:20]2)[CH:39]=1)(=[O:31])[CH3:30]. Given the reactants [CH:1]([C:4]1[S:5][CH:6]=[C:7]([C:9]([N:11]2[CH2:16][C:15]3([CH2:21][CH2:20][NH:19][CH2:18][CH2:17]3)[O:14][CH2:13][CH2:12]2)=[O:10])[N:8]=1)([CH3:3])[CH3:2].FC(F)(F)C([O-])=O.[C:29]([O:32][CH2:33][CH2:34][C:35]1[S:36][CH:37]=[C:38]([CH2:40][CH2:41]OS(C)(=O)=O)[CH:39]=1)(=[O:31])[CH3:30], predict the reaction product. (4) The product is: [Cl:25][C:20]1[CH:21]=[CH:22][CH:23]=[CH:24][C:19]=1[C:17]1[N:28]=[N:27][C:4]2[CH2:3][C:2]([CH3:9])([CH3:1])[CH2:6][C:5]=2[CH:16]=1. Given the reactants [CH3:1][C:2]1([CH3:9])[CH2:6][C:5](=O)[C:4](=O)[CH2:3]1.COP([CH2:16][C:17]([C:19]1[CH:24]=[CH:23][CH:22]=[CH:21][C:20]=1[Cl:25])=O)(=O)OC.O.[NH2:27][NH2:28], predict the reaction product. (5) Given the reactants [C:1]([OH:14])(=[O:13])[C:2]1([CH2:12][CH2:11][CH:7]([C:8]([OH:10])=O)[C:4]1([CH3:6])[CH3:5])[CH3:3].P(Cl)(Cl)(Cl)(Cl)Cl.[C:21]([N:25]1[CH:29]=[C:28]([CH2:30][CH2:31][CH2:32][CH3:33])[C:27](=[NH:34])[S:26]1)([CH3:24])([CH3:23])[CH3:22].[CH2:35](N(CC)CC)C, predict the reaction product. The product is: [CH2:30]([C:28]1=[CH:29][N:25]([C:21]([CH3:24])([CH3:23])[CH3:22])[S:26]/[C:27]/1=[N:34]\[C:8]([C@H:7]1[CH2:11][CH2:12][C@@:2]([CH3:3])([C:1]([O:14][CH3:35])=[O:13])[C:4]1([CH3:5])[CH3:6])=[O:10])[CH2:31][CH2:32][CH3:33].